Dataset: Forward reaction prediction with 1.9M reactions from USPTO patents (1976-2016). Task: Predict the product of the given reaction. (1) Given the reactants C1(P(C2CCCCC2)C2C=CC=CC=2C2C(C(C)C)=CC(C(C)C)=CC=2C(C)C)CCCCC1.[O:35]1[CH2:40][CH2:39][N:38]([C:41]2[C:46]([NH2:47])=[CH:45][C:44]([N:48]3[CH2:53][CH2:52][O:51][CH2:50][CH2:49]3)=[CH:43][N:42]=2)[CH2:37][CH2:36]1.Cl[C:55]1[C:64]2[C:59](=[CH:60][C:61]([F:66])=[CH:62][C:63]=2[F:65])[N:58]=[C:57]([C:67]2[CH:72]=[CH:71][N:70]=[C:69]([N:73]3[CH2:78][CH2:77][NH:76][CH2:75][CH2:74]3)[CH:68]=2)[C:56]=1[CH3:79].CC(C)([O-])C.[Na+], predict the reaction product. The product is: [O:35]1[CH2:40][CH2:39][N:38]([C:41]2[C:46]([NH:47][C:55]3[C:64]4[C:59](=[CH:60][C:61]([F:66])=[CH:62][C:63]=4[F:65])[N:58]=[C:57]([C:67]4[CH:72]=[CH:71][N:70]=[C:69]([N:73]5[CH2:78][CH2:77][NH:76][CH2:75][CH2:74]5)[CH:68]=4)[C:56]=3[CH3:79])=[CH:45][C:44]([N:48]3[CH2:49][CH2:50][O:51][CH2:52][CH2:53]3)=[CH:43][N:42]=2)[CH2:37][CH2:36]1. (2) Given the reactants [C:1]([Cl:9])(=[O:8])[C:2]1[CH:7]=[CH:6][CH:5]=[CH:4][CH:3]=1.C(#N)C.[CH2:13]([N:15]1[C:21](=[O:22])[C:20]([CH3:24])([CH3:23])[C:19](=[O:25])[N:18]([CH3:26])[C:17]2[CH:27]=[C:28]([O:31][CH2:32][CH2:33][CH2:34][NH:35][CH2:36][CH2:37][C:38]3[CH:39]=[N:40][CH:41]=[CH:42][CH:43]=3)[CH:29]=[CH:30][C:16]1=2)[CH3:14].C(N(CC)CC)C, predict the reaction product. The product is: [ClH:9].[CH2:13]([N:15]1[C:21](=[O:22])[C:20]([CH3:24])([CH3:23])[C:19](=[O:25])[N:18]([CH3:26])[C:17]2[CH:27]=[C:28]([O:31][CH2:32][CH2:33][CH2:34][N:35]([CH2:36][CH2:37][C:38]3[CH:39]=[N:40][CH:41]=[CH:42][CH:43]=3)[C:1](=[O:8])[C:2]3[CH:7]=[CH:6][CH:5]=[CH:4][CH:3]=3)[CH:29]=[CH:30][C:16]1=2)[CH3:14]. (3) Given the reactants [C:1]([O:5][C:6]([N:8]([C:10]1[CH:15]=[C:14]([N:16]([CH2:18][CH2:19][OH:20])[CH3:17])[CH:13]=[CH:12][C:11]=1[N+:21]([O-])=O)[CH3:9])=[O:7])([CH3:4])([CH3:3])[CH3:2], predict the reaction product. The product is: [C:1]([O:5][C:6]([N:8]([C:10]1[CH:15]=[C:14]([N:16]([CH2:18][CH2:19][OH:20])[CH3:17])[CH:13]=[CH:12][C:11]=1[NH2:21])[CH3:9])=[O:7])([CH3:3])([CH3:2])[CH3:4].